Dataset: NCI-60 drug combinations with 297,098 pairs across 59 cell lines. Task: Regression. Given two drug SMILES strings and cell line genomic features, predict the synergy score measuring deviation from expected non-interaction effect. (1) Drug 2: C1=NNC2=C1C(=O)NC=N2. Cell line: HCT116. Drug 1: C1CCC(CC1)NC(=O)N(CCCl)N=O. Synergy scores: CSS=46.1, Synergy_ZIP=2.95, Synergy_Bliss=3.22, Synergy_Loewe=-7.40, Synergy_HSA=4.99. (2) Drug 1: CCN(CC)CCNC(=O)C1=C(NC(=C1C)C=C2C3=C(C=CC(=C3)F)NC2=O)C. Drug 2: CC(C)NC(=O)C1=CC=C(C=C1)CNNC.Cl. Cell line: HOP-62. Synergy scores: CSS=-1.03, Synergy_ZIP=-2.23, Synergy_Bliss=-11.8, Synergy_Loewe=-4.93, Synergy_HSA=-11.3. (3) Drug 1: CN1C2=C(C=C(C=C2)N(CCCl)CCCl)N=C1CCCC(=O)O.Cl. Drug 2: C1=NC2=C(N1)C(=S)N=CN2. Cell line: SNB-75. Synergy scores: CSS=14.6, Synergy_ZIP=-8.94, Synergy_Bliss=-2.00, Synergy_Loewe=-31.1, Synergy_HSA=-4.86. (4) Drug 1: C1C(C(OC1N2C=C(C(=O)NC2=O)F)CO)O. Drug 2: CC1CCC2CC(C(=CC=CC=CC(CC(C(=O)C(C(C(=CC(C(=O)CC(OC(=O)C3CCCCN3C(=O)C(=O)C1(O2)O)C(C)CC4CCC(C(C4)OC)OCCO)C)C)O)OC)C)C)C)OC. Cell line: A549. Synergy scores: CSS=33.1, Synergy_ZIP=-0.783, Synergy_Bliss=-0.765, Synergy_Loewe=-2.72, Synergy_HSA=-1.70. (5) Drug 1: CC1OCC2C(O1)C(C(C(O2)OC3C4COC(=O)C4C(C5=CC6=C(C=C35)OCO6)C7=CC(=C(C(=C7)OC)O)OC)O)O. Drug 2: CC1=C(C(=CC=C1)Cl)NC(=O)C2=CN=C(S2)NC3=CC(=NC(=N3)C)N4CCN(CC4)CCO. Cell line: RPMI-8226. Synergy scores: CSS=44.2, Synergy_ZIP=-1.58, Synergy_Bliss=-3.46, Synergy_Loewe=-1.45, Synergy_HSA=-0.947.